Dataset: Full USPTO retrosynthesis dataset with 1.9M reactions from patents (1976-2016). Task: Predict the reactants needed to synthesize the given product. Given the product [CH3:34][O:33][C:16]1[C:17]([O:30][CH3:29])=[CH:18][CH:19]=[C:20]2[C:15]=1[CH2:14][CH:13]([C:7]1[CH:12]=[CH:11][CH:10]=[CH:9][CH:8]=1)[CH:22]=[C:21]2[C:5]#[N:6], predict the reactants needed to synthesize it. The reactants are: [Si]([C:5]#[N:6])(C)(C)C.[C:7]1([CH:13]2[CH2:22][CH2:21][C:20]3[C:15](=[CH:16][CH:17]=[CH:18][CH:19]=3)[C:14]2=O)[CH:12]=[CH:11][CH:10]=[CH:9][CH:8]=1.B(F)(F)F.C[CH2:29][O:30]CC.[OH2:33].[C:34]1(C)C=CC=CC=1.